Dataset: Reaction yield outcomes from USPTO patents with 853,638 reactions. Task: Predict the reaction yield, written as a fraction of the theoretical maximum amount of product (1.0 means a 100% yield; for example, 0.34 means a 34% yield). (1) The reactants are [O:1]=[C:2]1[NH:7][C:6](=[O:8])[CH:5]=[C:4]([O:9][CH2:10][CH2:11][CH3:12])[N:3]1[CH2:13][C:14]1[CH:19]=[CH:18][C:17]([C:20]2[C:21]([C:26]#[N:27])=[CH:22][CH:23]=[CH:24][CH:25]=2)=[CH:16][CH:15]=1.Br[CH2:29][C:30](=[O:35])[C:31]([CH3:34])([CH3:33])[CH3:32].CN(C)C=O.[H-].[Na+]. The catalyst is C(OCC)(=O)C. The product is [CH3:32][C:31]([CH3:34])([CH3:33])[C:30](=[O:35])[CH2:29][N:7]1[C:6](=[O:8])[CH:5]=[C:4]([O:9][CH2:10][CH2:11][CH3:12])[N:3]([CH2:13][C:14]2[CH:19]=[CH:18][C:17]([C:20]3[C:21]([C:26]#[N:27])=[CH:22][CH:23]=[CH:24][CH:25]=3)=[CH:16][CH:15]=2)[C:2]1=[O:1]. The yield is 0.260. (2) The reactants are [Cl:1][C:2]1[CH:7]=[CH:6][C:5]([O:8][C:9]2[CH:14]=[CH:13][C:12]([N+:15]([O-])=O)=[CH:11][C:10]=2[O:18][CH3:19])=[CH:4][C:3]=1[Cl:20].[Cl-].[NH4+]. The catalyst is O1CCCC1.O.[Fe]. The product is [Cl:20][C:3]1[CH:4]=[C:5]([CH:6]=[CH:7][C:2]=1[Cl:1])[O:8][C:9]1[CH:14]=[CH:13][C:12]([NH2:15])=[CH:11][C:10]=1[O:18][CH3:19]. The yield is 0.740. (3) The reactants are [CH2:1]([O:8][CH2:9][CH:10]([CH2:13][CH2:14][CH:15]=[CH2:16])[CH2:11][OH:12])[C:2]1[CH:7]=[CH:6][CH:5]=[CH:4][CH:3]=1.C([O-])(O)=[O:18].[Na+]. The catalyst is C(Cl)Cl. The product is [CH2:1]([O:8][CH2:9][CH:10]([CH2:13][CH2:14][CH:15]1[CH2:16][O:18]1)[CH2:11][OH:12])[C:2]1[CH:7]=[CH:6][CH:5]=[CH:4][CH:3]=1. The yield is 0.600. (4) The reactants are Cl.[CH2:2]([O:9][C:10]([C@@H:12]1[CH2:19][C@H:18]2[C@H:14]([CH2:15][CH2:16][CH2:17]2)[NH:13]1)=[O:11])[C:3]1[CH:8]=[CH:7][CH:6]=[CH:5][CH:4]=1.[C:20](O[C:20]([O:22][C:23]([CH3:26])([CH3:25])[CH3:24])=[O:21])([O:22][C:23]([CH3:26])([CH3:25])[CH3:24])=[O:21].CCN(C(C)C)C(C)C. The catalyst is C(Cl)Cl. The product is [N:13]1([C:20]([O:22][C:23]([CH3:26])([CH3:25])[CH3:24])=[O:21])[C@H:12]([C:10]([O:9][CH2:2][C:3]2[CH:4]=[CH:5][CH:6]=[CH:7][CH:8]=2)=[O:11])[CH2:19][C@@H:18]2[CH2:17][CH2:16][CH2:15][C@H:14]12. The yield is 0.910. (5) The product is [Cl:1][C:2]1[CH:7]=[CH:6][C:5]2[O:8][CH:9]=[C:10]([CH2:11][CH3:12])[C:4]=2[CH:3]=1. The yield is 0.600. The reactants are [Cl:1][C:2]1[CH:7]=[CH:6][C:5]([O:8][CH2:9][CH:10]=[CH:11][CH3:12])=[C:4](I)[CH:3]=1.C(=O)([O-])[O-].[Na+].[Na+].C([O-])=O.[Na+].[Cl-].C([NH3+])CCC. The catalyst is C([O-])(=O)C.C([O-])(=O)C.[Pd+2].CN(C=O)C. (6) The reactants are Br[C:2]1[N:6]2[CH:7]=[CH:8][C:9]([C:11]([CH3:21])([O:13][Si:14]([CH2:19][CH3:20])([CH2:17][CH3:18])[CH2:15][CH3:16])[CH3:12])=[N:10][C:5]2=[N:4][CH:3]=1.[I:22][C:23]1[N:28]=[C:27](I)[CH:26]=[CH:25][N:24]=1. No catalyst specified. The product is [I:22][C:23]1[N:28]=[C:27]([C:2]2[N:6]3[CH:7]=[CH:8][C:9]([C:11]([CH3:21])([O:13][Si:14]([CH2:19][CH3:20])([CH2:17][CH3:18])[CH2:15][CH3:16])[CH3:12])=[N:10][C:5]3=[N:4][CH:3]=2)[CH:26]=[CH:25][N:24]=1. The yield is 0.740. (7) The reactants are [F:1][C:2]1[CH:3]=[C:4]([CH:8]=[CH:9][C:10]=1[C:11]1[CH:16]=[CH:15][CH:14]=[CH:13][CH:12]=1)[C:5]([OH:7])=O.[C:17]([NH2:26])(=[O:25])[C:18]1[C:19](=[CH:21][CH:22]=[CH:23][CH:24]=1)[NH2:20].C(N(C(C)C)CC)(C)C.CO.ClCCl. The catalyst is C(Cl)(=O)C(Cl)=O.CN(C=O)C.C1(C)C=CC=CC=1. The product is [F:1][C:2]1[CH:3]=[C:4]([C:5]([NH:20][C:19]2[CH:21]=[CH:22][CH:23]=[CH:24][C:18]=2[C:17]([NH2:26])=[O:25])=[O:7])[CH:8]=[CH:9][C:10]=1[C:11]1[CH:16]=[CH:15][CH:14]=[CH:13][CH:12]=1. The yield is 0.760.